This data is from Full USPTO retrosynthesis dataset with 1.9M reactions from patents (1976-2016). The task is: Predict the reactants needed to synthesize the given product. (1) Given the product [C:1]1([CH:7]2[NH:12]/[C:11](=[N:23]\[NH2:24])/[CH2:10][CH2:9][CH2:8]2)[CH:6]=[CH:5][CH:4]=[CH:3][CH:2]=1, predict the reactants needed to synthesize it. The reactants are: [C:1]1([CH:7]2[NH:12][C:11](=O)[CH2:10][CH2:9][CH2:8]2)[CH:6]=[CH:5][CH:4]=[CH:3][CH:2]=1.O(C)S(C(F)(F)F)(=O)=O.[NH2:23][NH2:24].C(OCC)C. (2) The reactants are: Cl[CH2:2][CH2:3][CH2:4][C:5]([NH:7][C:8]1[C:9]([Cl:19])=[N:10][N:11]([C:13]2[CH:14]=[N:15][CH:16]=[CH:17][CH:18]=2)[CH:12]=1)=[O:6].[H-].[Na+].O. Given the product [Cl:19][C:9]1[C:8]([N:7]2[CH2:2][CH2:3][CH2:4][C:5]2=[O:6])=[CH:12][N:11]([C:13]2[CH:14]=[N:15][CH:16]=[CH:17][CH:18]=2)[N:10]=1, predict the reactants needed to synthesize it. (3) The reactants are: [Cl:1][C:2]1[CH:7]=[CH:6][C:5]([C:8]2([C:11]([OH:13])=O)[CH2:10][CH2:9]2)=[CH:4][CH:3]=1.[NH2:14][CH2:15][CH2:16][CH2:17][N:18]1[CH2:23][CH2:22][CH:21]([C:24]2[CH:25]=[C:26]([NH:30][C:31](=[O:35])[CH:32]([CH3:34])[CH3:33])[CH:27]=[CH:28][CH:29]=2)[CH2:20][CH2:19]1. Given the product [Cl:1][C:2]1[CH:3]=[CH:4][C:5]([C:8]2([C:11]([NH:14][CH2:15][CH2:16][CH2:17][N:18]3[CH2:23][CH2:22][CH:21]([C:24]4[CH:29]=[CH:28][CH:27]=[C:26]([NH:30][C:31](=[O:35])[CH:32]([CH3:33])[CH3:34])[CH:25]=4)[CH2:20][CH2:19]3)=[O:13])[CH2:9][CH2:10]2)=[CH:6][CH:7]=1, predict the reactants needed to synthesize it. (4) The reactants are: C1(C(C2C=CC=CC=2)[N:8]2[CH2:11][CH:10]([CH2:12][S:13]([C:16]3[CH:21]=[CH:20][CH:19]=[CH:18][C:17]=3[F:22])(=[O:15])=[O:14])[CH2:9]2)C=CC=CC=1.[H][H].[ClH:31]. Given the product [ClH:31].[F:22][C:17]1[CH:18]=[CH:19][CH:20]=[CH:21][C:16]=1[S:13]([CH2:12][CH:10]1[CH2:11][NH:8][CH2:9]1)(=[O:14])=[O:15], predict the reactants needed to synthesize it. (5) Given the product [Cl:1][C:2]1[CH:10]=[CH:9][C:8]2[N:7](/[CH:11]=[C:12](/[CH:21]3[CH2:22][CH2:23]3)\[C:14]3[CH:19]=[CH:18][C:17]([F:20])=[CH:16][CH:15]=3)[C:6]3[CH2:24][CH2:25][N:26]([CH3:28])[CH2:27][C:5]=3[C:4]=2[CH:3]=1, predict the reactants needed to synthesize it. The reactants are: [Cl:1][C:2]1[CH:10]=[CH:9][C:8]2[N:7]([CH2:11][C:12]([CH:21]3[CH2:23][CH2:22]3)([C:14]3[CH:19]=[CH:18][C:17]([F:20])=[CH:16][CH:15]=3)O)[C:6]3[CH2:24][CH2:25][N:26]([CH3:28])[CH2:27][C:5]=3[C:4]=2[CH:3]=1.S(=O)(=O)(O)O.[OH-].[K+]. (6) Given the product [CH2:1]([N:8]([CH2:17][C:18]1[CH:23]=[CH:22][CH:21]=[CH:20][CH:19]=1)[C:9]1[CH:14]=[CH:13][C:12]([N:27]2[CH2:28][CH2:29][CH2:30][N:25]([CH3:24])[C:26]2=[O:31])=[CH:11][C:10]=1[F:16])[C:2]1[CH:7]=[CH:6][CH:5]=[CH:4][CH:3]=1, predict the reactants needed to synthesize it. The reactants are: [CH2:1]([N:8]([CH2:17][C:18]1[CH:23]=[CH:22][CH:21]=[CH:20][CH:19]=1)[C:9]1[CH:14]=[CH:13][C:12](I)=[CH:11][C:10]=1[F:16])[C:2]1[CH:7]=[CH:6][CH:5]=[CH:4][CH:3]=1.[CH3:24][N:25]1[CH2:30][CH2:29][CH2:28][NH:27][C:26]1=[O:31]. (7) Given the product [OH:9][NH:8][C:6]([C:5]1[N:14]=[CH:15][CH:16]=[CH:17][N:12]=1)=[NH:7], predict the reactants needed to synthesize it. The reactants are: ClC1C=C[C:5]([C:6]([NH:8][OH:9])=[NH:7])=CC=1.[N:12]1[CH:17]=[CH:16][CH:15]=[N:14]C=1C#N.Cl.NO.C(=O)([O-])[O-].[Na+].[Na+]. (8) Given the product [C:3]([O:7][C:8]([C:10]12[CH2:21][CH2:20][CH2:19][N:11]1[CH2:12][CH:13]1[C:18]2=[CH:17][CH2:16][CH2:15][CH2:14]1)=[O:9])([CH3:6])([CH3:4])[CH3:5], predict the reactants needed to synthesize it. The reactants are: [H][H].[C:3]([O:7][C:8]([C:10]12[CH2:21][CH2:20][CH2:19][N:11]1[CH2:12][C:13]1[C:18]2=[CH:17][CH:16]=[CH:15][CH:14]=1)=[O:9])([CH3:6])([CH3:5])[CH3:4]. (9) Given the product [CH3:35][N:36]([CH3:41])[CH2:37][C:38]([N:8]1[C@@H:7]([C:12]([NH:14][C@H:15]([CH2:19][N:20]2[CH2:25][CH2:24][C@:23]([C:27]3[CH:32]=[CH:31][CH:30]=[C:29]([OH:33])[CH:28]=3)([CH3:26])[C@@H:22]([CH3:34])[CH2:21]2)[CH:16]([CH3:18])[CH3:17])=[O:13])[CH2:6][C:5]2[C:10](=[CH:11][C:2]([OH:1])=[CH:3][CH:4]=2)[CH2:9]1)=[O:39], predict the reactants needed to synthesize it. The reactants are: [OH:1][C:2]1[CH:11]=[C:10]2[C:5]([CH2:6][C@H:7]([C:12]([NH:14][C@H:15]([CH2:19][N:20]3[CH2:25][CH2:24][C@:23]([C:27]4[CH:32]=[CH:31][CH:30]=[C:29]([OH:33])[CH:28]=4)([CH3:26])[C@@H:22]([CH3:34])[CH2:21]3)[CH:16]([CH3:18])[CH3:17])=[O:13])[NH:8][CH2:9]2)=[CH:4][CH:3]=1.[CH3:35][N:36]([CH3:41])[CH2:37][C:38](O)=[O:39]. (10) Given the product [CH3:21][O:1][C:2]1[CH2:7][CH:6]([C:8]2[CH:9]=[CH:10][C:11]([C:12]#[N:13])=[CH:14][CH:15]=2)[CH2:5][CH2:4][N:3]=1, predict the reactants needed to synthesize it. The reactants are: [O:1]=[C:2]1[CH2:7][CH:6]([C:8]2[CH:15]=[CH:14][C:11]([C:12]#[N:13])=[CH:10][CH:9]=2)[CH2:5][CH2:4][NH:3]1.F[B-](F)(F)F.[CH3:21][O+](C)C.C(=O)(O)[O-].[Na+].